This data is from Forward reaction prediction with 1.9M reactions from USPTO patents (1976-2016). The task is: Predict the product of the given reaction. (1) Given the reactants N#N.[Cl:3][C:4]1[CH:33]=[CH:32][C:7]([CH2:8][N:9]2[C:17]3[C:12](=[CH:13][C:14]([CH:18]=[C:19]4[S:23][C:22]([N:24]5[CH2:29][CH2:28][N:27]([CH3:30])[CH2:26][CH2:25]5)=[N:21][C:20]4=[O:31])=[CH:15][CH:16]=3)[CH:11]=[N:10]2)=[C:6](I)[CH:5]=1.C1(C2C=CC=CC=2)C=CC=CC=1P(C(C)(C)C)C(C)(C)C.C([Sn](CCCC)(CCCC)[C:61]([O:63]CC)=[CH2:62])CCC.Cl, predict the reaction product. The product is: [C:61]([C:6]1[CH:5]=[C:4]([Cl:3])[CH:33]=[CH:32][C:7]=1[CH2:8][N:9]1[C:17]2[C:12](=[CH:13][C:14]([CH:18]=[C:19]3[S:23][C:22]([N:24]4[CH2:29][CH2:28][N:27]([CH3:30])[CH2:26][CH2:25]4)=[N:21][C:20]3=[O:31])=[CH:15][CH:16]=2)[CH:11]=[N:10]1)(=[O:63])[CH3:62]. (2) The product is: [ClH:6].[ClH:6].[Br:1][C:2]1[CH:10]=[CH:9][CH:8]=[CH:7][C:3]=1[C:4]([NH:25][C:23]1[CH:22]=[CH:21][CH:20]=[C:19]([C:16]2[CH2:17][CH2:18][CH:13]([N:12]([CH3:26])[CH3:11])[CH2:14][CH:15]=2)[N:24]=1)=[O:5]. Given the reactants [Br:1][C:2]1[CH:10]=[CH:9][CH:8]=[CH:7][C:3]=1[C:4]([Cl:6])=[O:5].[CH3:11][N:12]([CH3:26])[CH:13]1[CH2:18][CH2:17][C:16]([C:19]2[N:24]=[C:23]([NH2:25])[CH:22]=[CH:21][CH:20]=2)=[CH:15][CH2:14]1, predict the reaction product. (3) Given the reactants [CH2:1]([O:8][C:9]([NH:11][C:12]1[C:13]([C:23](O)=[O:24])=[N:14][C:15]2[C:20]([CH:21]=1)=[CH:19][CH:18]=[C:17]([Br:22])[CH:16]=2)=[O:10])[C:2]1[CH:7]=[CH:6][CH:5]=[CH:4][CH:3]=1.[NH2:26][C:27]1[CH:28]=[N:29][CH:30]=[CH:31][C:32]=1[N:33]1[CH2:38][C@H:37]([CH3:39])[CH2:36][C@H:35]([NH:40][C:41](=[O:47])[O:42][C:43]([CH3:46])([CH3:45])[CH3:44])[CH2:34]1.CN(C(ON1N=NC2C=CC=NC1=2)=[N+](C)C)C.F[P-](F)(F)(F)(F)F.CCN(C(C)C)C(C)C, predict the reaction product. The product is: [Br:22][C:17]1[CH:16]=[C:15]2[C:20]([CH:21]=[C:12]([NH:11][C:9](=[O:10])[O:8][CH2:1][C:2]3[CH:3]=[CH:4][CH:5]=[CH:6][CH:7]=3)[C:13]([C:23]([NH:26][C:27]3[CH:28]=[N:29][CH:30]=[CH:31][C:32]=3[N:33]3[CH2:38][C@H:37]([CH3:39])[CH2:36][C@H:35]([NH:40][C:41]([O:42][C:43]([CH3:46])([CH3:45])[CH3:44])=[O:47])[CH2:34]3)=[O:24])=[N:14]2)=[CH:19][CH:18]=1. (4) Given the reactants [NH2:1][C:2]1[CH:7]=[CH:6][CH:5]=[CH:4][CH:3]=1.Cl[CH2:9][CH2:10][CH2:11][CH2:12][CH2:13][CH2:14][OH:15].[C:16](=[O:19])([O-])[O-].[K+].[K+], predict the reaction product. The product is: [OH:15][CH2:14][CH2:13][CH2:12][CH2:11][CH2:10][CH2:9][N:1]([CH2:4][CH2:3][CH2:2][CH2:7][CH2:6][CH2:16][OH:19])[C:2]1[CH:7]=[CH:6][CH:5]=[CH:4][CH:3]=1. (5) Given the reactants Br[CH:2]1[CH2:7][O:6][CH2:5][C:4]([CH3:9])([CH3:8])[C:3]1=O.Cl.[C:12]([C:15]1[C:16]([CH3:26])=[CH:17][C:18]([CH3:25])=[C:19]([CH:24]=1)[C:20]([O:22][CH3:23])=[O:21])(=[NH:14])[NH2:13].C(=O)([O-])[O-].[K+].[K+], predict the reaction product. The product is: [CH3:8][C:4]1([CH3:9])[C:3]2[N:14]=[C:12]([C:15]3[C:16]([CH3:26])=[CH:17][C:18]([CH3:25])=[C:19]([CH:24]=3)[C:20]([O:22][CH3:23])=[O:21])[NH:13][C:2]=2[CH2:7][O:6][CH2:5]1. (6) Given the reactants [F:1][C:2]1[CH:24]=[CH:23][C:5]([O:6][C:7]2[CH:12]=[CH:11][C:10]([C:13]3[N:18]=[C:17](CC(O)=O)[CH:16]=[CH:15][CH:14]=3)=[CH:9][CH:8]=2)=[CH:4][CH:3]=1.[NH2:25][C@H:26]([C:28]([O:30][CH3:31])=[O:29])[CH3:27].C1CCC(N=C=N[CH:41]2[CH2:46]CCCC2)CC1.[OH2:47], predict the reaction product. The product is: [CH3:31][O:30][C:28](=[O:29])[C:26]([NH:25][C:46](=[O:47])[CH3:41])([C:17]1[CH:16]=[CH:15][CH:14]=[C:13]([C:10]2[CH:9]=[CH:8][C:7]([O:6][C:5]3[CH:23]=[CH:24][C:2]([F:1])=[CH:3][CH:4]=3)=[CH:12][CH:11]=2)[N:18]=1)[CH3:27]. (7) Given the reactants [N+:1]([C:4]1[CH:5]=[C:6]([CH:17]=[CH:18][CH:19]=1)[CH2:7][NH:8][C:9](=[O:16])[O:10][C@H:11]1[CH2:15][CH2:14][O:13][CH2:12]1)([O-])=O.C(OC(C)C)(=O)C.[H][H].S([O-])([O-])(=O)=O.[Na+].[Na+].Cl[C:37]([O:39][C:40]1[CH:45]=[CH:44][CH:43]=[CH:42][CH:41]=1)=[O:38], predict the reaction product. The product is: [C:40]1([O:39][C:37](=[O:38])[NH:1][C:4]2[CH:19]=[CH:18][CH:17]=[C:6]([CH2:7][NH:8][C:9]([O:10][C@H:11]3[CH2:15][CH2:14][O:13][CH2:12]3)=[O:16])[CH:5]=2)[CH:45]=[CH:44][CH:43]=[CH:42][CH:41]=1. (8) Given the reactants [OH:1][C:2]1[C:3]([O:22][CH3:23])=[CH:4][C:5]2[NH:11][C:10](=[O:12])[CH2:9][N:8]=[C:7]([C:13]3[CH:14]=[C:15]([CH:18]=[CH:19][CH:20]=3)[C:16]#[N:17])[C:6]=2[CH:21]=1.[Br:24]N1C(=O)CCC1=O, predict the reaction product. The product is: [Br:24][C:21]1[C:6]2[C:7]([C:13]3[CH:14]=[C:15]([CH:18]=[CH:19][CH:20]=3)[C:16]#[N:17])=[N:8][CH2:9][C:10](=[O:12])[NH:11][C:5]=2[CH:4]=[C:3]([O:22][CH3:23])[C:2]=1[OH:1].